From a dataset of Reaction yield outcomes from USPTO patents with 853,638 reactions. Predict the reaction yield, written as a fraction of the theoretical maximum amount of product (1.0 means a 100% yield; for example, 0.34 means a 34% yield). (1) The reactants are [CH3:1][O:2][C:3]1[CH:8]=[CH:7][C:6]([C:9]2[CH:14]=[C:13]([C:15]3[S:16][CH:17]=[CH:18][CH:19]=3)[NH:12][C:11](=[S:20])[C:10]=2[C:21]#[N:22])=[CH:5][CH:4]=1.C1(C=CC(C2C=CC=CC=2)=O)C=CC=CC=1.C(CC(N)=S)#N. No catalyst specified. The product is [CH3:1][O:2][C:3]1[CH:8]=[CH:7][C:6]([C:9]2[CH:14]=[C:13]([C:15]3[S:16][CH:17]=[CH:18][CH:19]=3)[NH:12][C:11](=[S:20])[C:10]=2[C:21]#[N:22])=[CH:5][CH:4]=1. The yield is 0.240. (2) The reactants are [O:1]([CH2:8][C:9]([O:11]CC)=[O:10])[C:2]1[CH:7]=[CH:6][CH:5]=[CH:4][CH:3]=1.[OH-].[Na+].C(O)(=O)C. The catalyst is C1COCC1.O. The product is [O:1]([CH2:8][C:9]([OH:11])=[O:10])[C:2]1[CH:7]=[CH:6][CH:5]=[CH:4][CH:3]=1. The yield is 0.940. (3) The reactants are Br[C:2]1[CH:7]=[CH:6][C:5]([S:8]([N:11]2[CH2:16][CH2:15][CH:14]([OH:17])[CH2:13][CH2:12]2)(=[O:10])=[O:9])=[CH:4][CH:3]=1.[B:18]1([B:18]2[O:22][C:21]([CH3:24])([CH3:23])[C:20]([CH3:26])([CH3:25])[O:19]2)[O:22][C:21]([CH3:24])([CH3:23])[C:20]([CH3:26])([CH3:25])[O:19]1.C([O-])(=O)C.[K+]. The catalyst is O1CCOCC1.C1C=CC(P(C2C=CC=CC=2)[C-]2C=CC=C2)=CC=1.C1C=CC(P(C2C=CC=CC=2)[C-]2C=CC=C2)=CC=1.Cl[Pd]Cl.[Fe+2]. The product is [CH3:25][C:20]1([CH3:26])[C:21]([CH3:24])([CH3:23])[O:22][B:18]([C:2]2[CH:7]=[CH:6][C:5]([S:8]([N:11]3[CH2:16][CH2:15][CH:14]([OH:17])[CH2:13][CH2:12]3)(=[O:10])=[O:9])=[CH:4][CH:3]=2)[O:19]1. The yield is 0.510. (4) The reactants are [CH3:1][O:2][CH2:3][C:4]#[CH:5].[Li]CCCC.[CH2:11]([N:18]([CH2:31][C:32]1[CH:37]=[CH:36][CH:35]=[CH:34][CH:33]=1)[C@H:19]1[CH2:24][CH2:23][C@H:22]([C:25](N(OC)C)=[O:26])[CH2:21][CH2:20]1)[C:12]1[CH:17]=[CH:16][CH:15]=[CH:14][CH:13]=1. The catalyst is C1COCC1. The product is [CH2:31]([N:18]([CH2:11][C:12]1[CH:17]=[CH:16][CH:15]=[CH:14][CH:13]=1)[C@H:19]1[CH2:20][CH2:21][C@H:22]([C:25](=[O:26])[C:5]#[C:4][CH2:3][O:2][CH3:1])[CH2:23][CH2:24]1)[C:32]1[CH:33]=[CH:34][CH:35]=[CH:36][CH:37]=1. The yield is 0.980. (5) The product is [CH2:27]([C:25]1[CH:24]=[CH:23][C:10]([O:11][C:12]2[CH:17]=[CH:16][C:15]([NH:18][CH2:19][CH2:20][OH:21])=[CH:14][C:13]=2[F:22])=[C:9]([OH:8])[CH:26]=1)[CH3:28]. The yield is 0.780. The reactants are C([O:8][C:9]1[CH:26]=[C:25]([CH2:27][CH3:28])[CH:24]=[CH:23][C:10]=1[O:11][C:12]1[CH:17]=[CH:16][C:15]([NH:18][CH2:19][CH2:20][OH:21])=[CH:14][C:13]=1[F:22])C1C=CC=CC=1.O1CCCC1. The catalyst is CO.